Dataset: Reaction yield outcomes from USPTO patents with 853,638 reactions. Task: Predict the reaction yield, written as a fraction of the theoretical maximum amount of product (1.0 means a 100% yield; for example, 0.34 means a 34% yield). (1) The reactants are [Br:1][C:2]1[CH:7]=[CH:6][CH:5]=[CH:4][C:3]=1I.[CH3:9][O:10][C:11]1[CH:16]=[CH:15][CH:14]=[CH:13][C:12]=1B(O)O.C([O-])([O-])=O.[Na+].[Na+]. The catalyst is COCCOC.C(O)C.C1C=CC([P]([Pd]([P](C2C=CC=CC=2)(C2C=CC=CC=2)C2C=CC=CC=2)([P](C2C=CC=CC=2)(C2C=CC=CC=2)C2C=CC=CC=2)[P](C2C=CC=CC=2)(C2C=CC=CC=2)C2C=CC=CC=2)(C2C=CC=CC=2)C2C=CC=CC=2)=CC=1. The product is [Br:1][C:2]1[CH:7]=[CH:6][CH:5]=[CH:4][C:3]=1[C:12]1[CH:13]=[CH:14][CH:15]=[CH:16][C:11]=1[O:10][CH3:9]. The yield is 0.630. (2) The reactants are [F:1][C:2]1[CH:10]=[CH:9][C:5]([C:6](Cl)=[O:7])=[CH:4][CH:3]=1.[Br:11][C:12]1[CH:18]=[CH:17][C:15]([NH2:16])=[CH:14][CH:13]=1.S(=O)(=O)(O)O.C(O)(=O)C. The catalyst is [Cl-].[Zn+2].[Cl-].O. The product is [NH2:16][C:15]1[CH:17]=[CH:18][C:12]([Br:11])=[CH:13][C:14]=1[C:6]([C:5]1[CH:9]=[CH:10][C:2]([F:1])=[CH:3][CH:4]=1)=[O:7]. The yield is 0.460. (3) The reactants are [Br:1]N1C(=O)CCC1=O.C1(P(C2C=CC=CC=2)C2C=CC=CC=2)C=CC=CC=1.[CH3:28][O:29][C:30]1[CH:31]=[C:32]([CH2:36][O:37][CH2:38][CH2:39]O)[CH:33]=[CH:34][CH:35]=1. The catalyst is C(Cl)Cl.[Al]. The product is [Br:1][CH2:39][CH2:38][O:37][CH2:36][C:32]1[CH:33]=[CH:34][CH:35]=[C:30]([O:29][CH3:28])[CH:31]=1. The yield is 0.500. (4) The reactants are [CH2:1]([N:3]([CH2:34][CH3:35])[C:4]([CH:6]([C:28]1[CH:33]=[CH:32][CH:31]=[CH:30][CH:29]=1)[N:7]1[CH2:12][CH2:11][N:10]([C:13]2[CH:18]=[CH:17][C:16]([NH:19][C:20](=[O:26])[CH:21]([CH2:24][CH3:25])[CH2:22][CH3:23])=[CH:15][C:14]=2[F:27])[CH2:9][CH2:8]1)=[O:5])[CH3:2].[H-].[Na+].[CH3:38]I. The catalyst is CN(C=O)C.O. The product is [CH2:34]([N:3]([CH2:1][CH3:2])[C:4]([CH:6]([C:28]1[CH:29]=[CH:30][CH:31]=[CH:32][CH:33]=1)[N:7]1[CH2:8][CH2:9][N:10]([C:13]2[CH:18]=[CH:17][C:16]([N:19]([CH3:38])[C:20](=[O:26])[CH:21]([CH2:24][CH3:25])[CH2:22][CH3:23])=[CH:15][C:14]=2[F:27])[CH2:11][CH2:12]1)=[O:5])[CH3:35]. The yield is 0.500. (5) The reactants are [Cl:1][C:2]1[CH:6]=[C:5]([Cl:7])[N:4]([CH2:8][O:9][CH2:10][CH2:11][Si:12]([CH3:15])([CH3:14])[CH3:13])[C:3]=1[C:16]([OH:18])=O.C[N:20](C(ON1N=NC2C=CC=NC1=2)=[N+](C)C)C.F[P-](F)(F)(F)(F)F.CCN(C(C)C)C(C)C.N. The catalyst is C(Cl)Cl.O. The product is [Cl:1][C:2]1[CH:6]=[C:5]([Cl:7])[N:4]([CH2:8][O:9][CH2:10][CH2:11][Si:12]([CH3:15])([CH3:14])[CH3:13])[C:3]=1[C:16]([NH2:20])=[O:18]. The yield is 0.720. (6) The reactants are Cl.[Cl:2][C:3]1[CH:4]=[C:5]2[C:9](=[CH:10][CH:11]=1)[NH:8][CH:7]=[C:6]2[CH2:12][CH2:13][NH2:14].[CH3:15][C:16]1[O:20][N:19]=[C:18]([C:21](Cl)=[O:22])[CH:17]=1.C(N(CC)CC)C.C(OCC)(=O)C. The catalyst is ClCCl. The product is [Cl:2][C:3]1[CH:4]=[C:5]2[C:9](=[CH:10][CH:11]=1)[NH:8][CH:7]=[C:6]2[CH2:12][CH2:13][NH:14][C:21]([C:18]1[CH:17]=[C:16]([CH3:15])[O:20][N:19]=1)=[O:22]. The yield is 0.680. (7) The reactants are Br[CH2:2][C:3]([C:5]1[CH:10]=[CH:9][C:8]([Br:11])=[CH:7][CH:6]=1)=[O:4].[OH2:12].O.O.O.O.O.O.O.O.[S-2:21].[Na+].[Na+]. The catalyst is CC(C)=O.O. The product is [S:21]([CH2:2][C:3]([C:5]1[CH:10]=[CH:9][C:8]([Br:11])=[CH:7][CH:6]=1)=[O:12])[CH2:2][C:3]([C:5]1[CH:10]=[CH:9][C:8]([Br:11])=[CH:7][CH:6]=1)=[O:4]. The yield is 0.430. (8) The reactants are C([O:3][C:4](=O)[C:5]([F:28])([F:27])[C@@:6]([C:15]1[CH:16]=[N:17][N:18]([C:20]2[CH:25]=[CH:24][CH:23]=[C:22]([Br:26])[CH:21]=2)[CH:19]=1)([NH:8][S@@:9]([C:11]([CH3:14])([CH3:13])[CH3:12])=[O:10])[CH3:7])C.[BH4-].[Li+].C(O)(=O)C.O. The catalyst is O1CCCC1. The product is [Br:26][C:22]1[CH:21]=[C:20]([N:18]2[CH:19]=[C:15]([C@:6]([NH:8][S@@:9]([C:11]([CH3:14])([CH3:13])[CH3:12])=[O:10])([CH3:7])[C:5]([F:28])([F:27])[CH2:4][OH:3])[CH:16]=[N:17]2)[CH:25]=[CH:24][CH:23]=1. The yield is 0.670.